From a dataset of Drug-target binding data from BindingDB using IC50 measurements. Regression. Given a target protein amino acid sequence and a drug SMILES string, predict the binding affinity score between them. We predict pIC50 (pIC50 = -log10(IC50 in M); higher means more potent). Dataset: bindingdb_ic50. (1) The small molecule is COc1cccc(-c2cn(C3CCC3)c3ncnc(N)c23)c1. The target protein (P00523) has sequence MGSSKSKPKDPSQRRRSLEPPDSTHHGGFPASQTPNKTAAPDTHRTPSRSFGTVATEPKLFGGFNTSDTVTSPQRAGALAGGVTTFVALYDYESRTETDLSFKKGERLQIVNNTEGDWWLAHSLTTGQTGYIPSNYVAPSDSIQAEEWYFGKITRRESERLLLNPENPRGTFLVRESETTKGAYCLSVSDFDNAKGLNVKHYKIRKLDSGGFYITSRTQFSSLQQLVAYYSKHADGLCHRLTNVCPTSKPQTQGLAKDAWEIPRESLRLEVKLGQGCFGEVWMGTWNGTTRVAIKTLKPGTMSPEAFLQEAQVMKKLRHEKLVQLYAVVSEEPIYIVTEYMSKGSLLDFLKGEMGKYLRLPQLVDMAAQIASGMAYVERMNYVHRDLRAANILVGENLVCKVADFGLARLIEDNEYTARQGAKFPIKWTAPEAALYGRFTIKSDVWSFGILLTELTTKGRVPYPGMVNREVLDQVERGYRMPCPPECPESLHDLMCQCWR.... The pIC50 is 7.4. (2) The small molecule is O=C1c2ccccc2C(=O)c2c1cc(S(=O)(=O)Nc1ccc(C(F)(F)F)cc1)c(O)c2O. The target protein (P18669) has sequence MAAYKLVLIRHGESAWNLENRFSGWYDADLSPAGHEEAKRGGQALRDAGYEFDICFTSVQKRAIRTLWTVLDAIDQMWLPVVRTWRLNERHYGGLTGLNKAETAAKHGEAQVKIWRRSYDVPPPPMEPDHPFYSNISKDRRYADLTEDQLPSCESLKDTIARALPFWNEEIVPQIKEGKRVLIAAHGNSLRGIVKHLEGLSEEAIMELNLPTGIPIVYELDKNLKPIKPMQFLGDEETVRKAMEAVAAQGKAKK. The pIC50 is 4.9. (3) The small molecule is O=C([C@@H]1C=C2c3cccc4[nH]cc(c34)C[C@H]2N(C(=O)Nc2ccccc2)C1)N1CCCC1. The target protein (Q9JII9) has sequence MYLEVSERQVLDASDIAFLLENSTSPYDYGENESDFSDSPPCPQDFSLNFDRTFLPVLYSLLFLLGLLGNGAVAAVLLSQRTALSSTDTFLLHLAVADVLLVLTLPLWAVDAAAQWVFGSGLCKVAGALFNINFYAGAFLLACISFDRYLSIVHATQIYRRDPWVRVALTCIVVWGLCVLFALPDFIFLSASHDQRLNATHCQYNFPQVGRTALRVLQLVAGFLMPLLVMAYCYAHILAVLLVSRGQRRFRAMRLVVVVVVAFAVCWTPYHLVVLVDILMDVGVLARNCGRESHVDVAKSVTSGMGYMHCCLNPLLYAFVGVKFKEQMWMLLMRLGRSDQRGPQRQPSSSRRESSWSETTEASYLGL. The pIC50 is 5.5. (4) The drug is CCC[C@H](C(=O)Nc1nccs1)c1ccc(Cl)cc1. The target protein (O15552) has sequence MLPDWKSSLILMAYIIIFLTGLPANLLALRAFVGRIRQPQPAPVHILLLSLTLADLLLLLLLPFKIIEAASNFRWYLPKVVCALTSFGFYSSIYCSTWLLAGISIERYLGVAFPVQYKLSRRPLYGVIAALVAWVMSFGHCTIVIIVQYLNTTEQVRSGNEITCYENFTDNQLDVVLPVRLELCLVLFFIPMAVTIFCYWRFVWIMLSQPLVGAQRRRRAVGLAVVTLLNFLVCFGPYNVSHLVGYHQRKSPWWRSIAVVFSSLNASLDPLLFYFSSSVVRRAFGRGLQVLRNQGSSLLGRRGKDTAEGTNEDRGVGQGEGMPSSDFTTE. The pIC50 is 5.3. (5) The small molecule is N[C@@H](Cc1cnc[nH]1)C(=O)NS(=O)(=O)OC[C@H]1O[C@@H](c2nc(-c3ccccc3)cs2)[C@H](O)[C@@H]1O. The target protein (Q9P2J5) has sequence MAERKGTAKVDFLKKIEKEIQQKWDTERVFEVNASNLEKQTSKGKYFVTFPYPYMNGRLHLGHTFSLSKCEFAVGYQRLKGKCCLFPFGLHCTGMPIKACADKLKREIELYGCPPDFPDEEEEEEETSVKTEDIIIKDKAKGKKSKAAAKAGSSKYQWGIMKSLGLSDEEIVKFSEAEHWLDYFPPLAIQDLKRMGLKVDWRRSFITTDVNPYYDSFVRWQFLTLRERNKIKFGKRYTIYSPKDGQPCMDHDRQTGEGVGPQEYTLLKLKVLEPYPSKLSGLKGKNIFLVAATLRPETMFGQTNCWVRPDMKYIGFETVNGDIFICTQKAARNMSYQGFTKDNGVVPVVKELMGEEILGASLSAPLTSYKVIYVLPMLTIKEDKGTGVVTSVPSDSPDDIAALRDLKKKQALRAKYGIRDDMVLPFEPVPVIEIPGFGNLSAVTICDELKIQSQNDREKLAEAKEKIYLKGFYEGIMLVDGFKGQKVQDVKKTIQKKMID.... The pIC50 is 4.0. (6) The compound is O=C(O)CN1C(=O)/C(=C/c2ccc(OCc3ccc(Cl)cc3)c(OCc3ccccc3)c2)SC1=S. The target protein (O74189) has sequence MAKKPVTPASKVAAKQAAVRSRHQEDVFTLDPLIDPIFQKGELRSYLVTEPSPSVLKKRSIHTKEYWMLSSLLLIAFYVRMYNLSNPNSVVFDEVHFGGFARKYILGTFFMDVHPPLAKMLFGAVGAIGGFKGDFEFKSIGDKFPDSTPYIFMRQFPALLGVGTVILCYLTLRQSGVRPIIAYITTFLLIIENSNVTISRYILLDSPLIFFIAAAIYAWKKFEIQIPFTFGWYRSLLATGIALGLALSSKWVGLFTVAWVGFLCIYQLWFLIGDLSVSTKKIWGHFFARGIILLGVPIALYLGFFAIHFQLLNKEGDGGAFMSSAFRAGLQGNKIPRDITEQVGLGSVVTIRHVDTQGGYLHSHEHFYQTGSKQQQITLYPHLDSNNKWLIEPYNGTIHNETFVPLINGMKIRLKHINTGRRLHSHDEKPPVSERDWQKECSCYGYDGFAGDANDDWVVEIVNYRSQKGEAQTFVKAINTIFRLRHAMTGHYLFSSEVKL.... The pIC50 is 6.0. (7) The drug is COc1ccccc1-n1c(-c2cc(O)ccc2C)cn2c3c(=O)[nH]c(=O)n(C)c3nc12. The target protein (P29317) has sequence MELQAARACFALLWGCALAAAAAAQGKEVVLLDFAAAGGELGWLTHPYGKGWDLMQNIMNDMPIYMYSVCNVMSGDQDNWLRTNWVYRGEAERIFIELKFTVRDCNSFPGGASSCKETFNLYYAESDLDYGTNFQKRLFTKIDTIAPDEITVSSDFEARHVKLNVEERSVGPLTRKGFYLAFQDIGACVALLSVRVYYKKCPELLQGLAHFPETIAGSDAPSLATVAGTCVDHAVVPPGGEEPRMHCAVDGEWLVPIGQCLCQAGYEKVEDACQACSPGFFKFEASESPCLECPEHTLPSPEGATSCECEEGFFRAPQDPASMPCTRPPSAPHYLTAVGMGAKVELRWTPPQDSGGREDIVYSVTCEQCWPESGECGPCEASVRYSEPPHGLTRTSVTVSDLEPHMNYTFTVEARNGVSGLVTSRSFRTASVSINQTEPPKVRLEGRSTTSLSVSWSIPPPQQSRVWKYEVTYRKKGDSNSYNVRRTEGFSVTLDDLAPD.... The pIC50 is 8.6.